Dataset: NCI-60 drug combinations with 297,098 pairs across 59 cell lines. Task: Regression. Given two drug SMILES strings and cell line genomic features, predict the synergy score measuring deviation from expected non-interaction effect. (1) Drug 1: CC(C1=C(C=CC(=C1Cl)F)Cl)OC2=C(N=CC(=C2)C3=CN(N=C3)C4CCNCC4)N. Drug 2: C1CCC(C(C1)N)N.C(=O)(C(=O)[O-])[O-].[Pt+4]. Cell line: M14. Synergy scores: CSS=4.48, Synergy_ZIP=5.19, Synergy_Bliss=7.52, Synergy_Loewe=3.61, Synergy_HSA=4.07. (2) Drug 1: CC(C)(C#N)C1=CC(=CC(=C1)CN2C=NC=N2)C(C)(C)C#N. Drug 2: CC(C)CN1C=NC2=C1C3=CC=CC=C3N=C2N. Cell line: SR. Synergy scores: CSS=1.92, Synergy_ZIP=4.19, Synergy_Bliss=5.41, Synergy_Loewe=0.849, Synergy_HSA=-1.90. (3) Drug 2: CC=C1C(=O)NC(C(=O)OC2CC(=O)NC(C(=O)NC(CSSCCC=C2)C(=O)N1)C(C)C)C(C)C. Synergy scores: CSS=68.7, Synergy_ZIP=0.829, Synergy_Bliss=0.601, Synergy_Loewe=-34.8, Synergy_HSA=2.63. Cell line: HT29. Drug 1: CC1=CC=C(C=C1)C2=CC(=NN2C3=CC=C(C=C3)S(=O)(=O)N)C(F)(F)F. (4) Drug 2: C1CN1C2=NC(=NC(=N2)N3CC3)N4CC4. Synergy scores: CSS=48.9, Synergy_ZIP=1.42, Synergy_Bliss=1.88, Synergy_Loewe=-34.7, Synergy_HSA=-0.293. Cell line: ACHN. Drug 1: CN1C(=O)N2C=NC(=C2N=N1)C(=O)N.